Dataset: Forward reaction prediction with 1.9M reactions from USPTO patents (1976-2016). Task: Predict the product of the given reaction. Given the reactants [CH3:1][O:2][C:3]([C@H:5]1[CH2:10][CH2:9][C@H:8]([C:11](O)=[O:12])[CH2:7][CH2:6]1)=[O:4].CCN(CC)CC.ClC(OC)=O.[BH4-].[Na+], predict the reaction product. The product is: [OH:12][CH2:11][C@H:8]1[CH2:7][CH2:6][C@H:5]([C:3]([O:2][CH3:1])=[O:4])[CH2:10][CH2:9]1.